Dataset: Forward reaction prediction with 1.9M reactions from USPTO patents (1976-2016). Task: Predict the product of the given reaction. (1) Given the reactants FC(F)(F)C(O)=O.[NH2:8][C@H:9]([C:19]1[C:24]([C:25]2[CH:26]=[CH:27][C:28]([F:34])=[C:29]([CH:33]=2)[C:30]([NH2:32])=[O:31])=[CH:23][CH:22]=[CH:21][N:20]=1)[CH2:10][C:11]1[CH:16]=[C:15]([F:17])[CH:14]=[C:13]([F:18])[CH:12]=1.[F:35][CH:36]([F:52])[C:37]1[C:38]2[CH:48]3[CH2:49][CH:47]3[C:46]([F:51])([F:50])[C:39]=2[N:40]([CH2:42][C:43](O)=[O:44])[N:41]=1, predict the reaction product. The product is: [F:52][CH:36]([F:35])[C:37]1[C:38]2[CH:48]3[CH2:49][CH:47]3[C:46]([F:51])([F:50])[C:39]=2[N:40]([CH2:42][C:43]([NH:8][C@H:9]([C:19]2[C:24]([C:25]3[CH:26]=[CH:27][C:28]([F:34])=[C:29]([CH:33]=3)[C:30]([NH2:32])=[O:31])=[CH:23][CH:22]=[CH:21][N:20]=2)[CH2:10][C:11]2[CH:12]=[C:13]([F:18])[CH:14]=[C:15]([F:17])[CH:16]=2)=[O:44])[N:41]=1. (2) Given the reactants [F:1][C:2]1[CH:3]=[C:4]2[C:9](=[CH:10][CH:11]=1)[CH:8]=[C:7]([CH2:12][N:13]1[CH:18]=[CH:17][CH:16]=[C:15]([C:19]([OH:21])=O)[C:14]1=[O:22])[CH:6]=[CH:5]2.[NH2:23][C@@H:24]([CH2:32][CH2:33][CH2:34][NH:35][C:36]([NH:38][S:39]([C:42]1[C:43]([CH3:56])=[C:44]2[C:49](=[C:50]([CH3:53])[C:51]=1[CH3:52])[O:48][C:47]([CH3:55])([CH3:54])[CH2:46][CH2:45]2)(=[O:41])=[O:40])=[NH:37])[C:25]([O:27][C:28]([CH3:31])([CH3:30])[CH3:29])=[O:26].CN(C(ON1N=NC2C=CC=CC1=2)=[N+](C)C)C.F[P-](F)(F)(F)(F)F.CCN(C(C)C)C(C)C, predict the reaction product. The product is: [F:1][C:2]1[CH:3]=[C:4]2[C:9](=[CH:10][CH:11]=1)[CH:8]=[C:7]([CH2:12][N:13]1[CH:18]=[CH:17][CH:16]=[C:15]([C:19]([NH:23][C@@H:24]([CH2:32][CH2:33][CH2:34][NH:35][C:36]([NH:38][S:39]([C:42]3[C:43]([CH3:56])=[C:44]4[C:49](=[C:50]([CH3:53])[C:51]=3[CH3:52])[O:48][C:47]([CH3:55])([CH3:54])[CH2:46][CH2:45]4)(=[O:40])=[O:41])=[NH:37])[C:25]([O:27][C:28]([CH3:29])([CH3:30])[CH3:31])=[O:26])=[O:21])[C:14]1=[O:22])[CH:6]=[CH:5]2.